Predict which catalyst facilitates the given reaction. From a dataset of Catalyst prediction with 721,799 reactions and 888 catalyst types from USPTO. (1) Reactant: FC(F)(F)C(O)=O.[CH3:8][N:9]([CH3:37])[CH2:10][CH2:11][C:12]([C:21]1[CH:26]=[CH:25][C:24]([O:27][CH2:28][CH2:29][CH2:30][N:31]2[CH2:36][CH2:35][CH2:34][CH2:33][CH2:32]2)=[CH:23][CH:22]=1)(O)[CH2:13][C:14]1[CH:19]=[CH:18][CH:17]=[CH:16][CH:15]=1.CN(C)CCC(C1C=CC(OCCCN2CCCCC2)=CC=1)=O.C([Mg]Br)C1C=CC=CC=1.[NH4+].[Cl-].C([O-])(O)=O.[Na+]. Product: [CH3:37][N:9]([CH3:8])[CH2:10][CH2:11][CH:12]([C:21]1[CH:22]=[CH:23][C:24]([O:27][CH2:28][CH2:29][CH2:30][N:31]2[CH2:32][CH2:33][CH2:34][CH2:35][CH2:36]2)=[CH:25][CH:26]=1)[CH2:13][C:14]1[CH:15]=[CH:16][CH:17]=[CH:18][CH:19]=1. The catalyst class is: 49. (2) Product: [CH2:34]([N:27]1[C:20]2[N:21]=[C:22]([S:25][CH3:26])[N:23]=[CH:24][C:19]=2[CH:18]=[C:17]([C:5]2[CH:6]=[CH:7][C:8]([C:10]3[CH:15]=[N:14][CH:13]=[C:12]([CH3:16])[N:11]=3)=[CH:9][C:4]=2[Cl:3])[C:28]1=[O:29])[CH2:33][CH:32]=[CH2:31]. The catalyst class is: 3. Reactant: [H-].[Na+].[Cl:3][C:4]1[CH:9]=[C:8]([C:10]2[CH:15]=[N:14][CH:13]=[C:12]([CH3:16])[N:11]=2)[CH:7]=[CH:6][C:5]=1[C:17]1[C:28](=[O:29])[NH:27][C:20]2[N:21]=[C:22]([S:25][CH3:26])[N:23]=[CH:24][C:19]=2[CH:18]=1.Br[CH2:31][CH2:32][CH:33]=[CH2:34]. (3) Reactant: Cl.[NH:2]1[CH2:5][CH:4]([CH:6]([NH:8][C:9]([C:11]2[C:19]3[C:14](=[N:15][CH:16]=[C:17]([C:20]4[C:28]5[C:23](=[CH:24][C:25]([Cl:29])=[CH:26][CH:27]=5)[N:22]([CH3:30])[N:21]=4)[N:18]=3)[N:13]([CH2:31][O:32][CH2:33][CH2:34][Si:35]([CH3:38])([CH3:37])[CH3:36])[CH:12]=2)=[O:10])[CH3:7])[CH2:3]1.C(N(CC)CC)C.[CH3:46][S:47](Cl)(=[O:49])=[O:48]. Product: [CH3:46][S:47]([N:2]1[CH2:3][CH:4]([CH:6]([NH:8][C:9]([C:11]2[C:19]3[C:14](=[N:15][CH:16]=[C:17]([C:20]4[C:28]5[C:23](=[CH:24][C:25]([Cl:29])=[CH:26][CH:27]=5)[N:22]([CH3:30])[N:21]=4)[N:18]=3)[N:13]([CH2:31][O:32][CH2:33][CH2:34][Si:35]([CH3:37])([CH3:36])[CH3:38])[CH:12]=2)=[O:10])[CH3:7])[CH2:5]1)(=[O:49])=[O:48]. The catalyst class is: 2. (4) Reactant: C[O:2][CH:3](OC)[C:4]1[CH:9]=[CH:8][C:7]([C:10]2[O:14][N:13]=[C:12]([C:15]3[CH:16]=[CH:17][C:18]([O:23][CH:24]([CH3:26])[CH3:25])=[C:19]([CH:22]=3)[C:20]#[N:21])[N:11]=2)=[CH:6][CH:5]=1.O.C1(C)C=CC(S(O)(=O)=O)=CC=1. Product: [CH:3]([C:4]1[CH:5]=[CH:6][C:7]([C:10]2[O:14][N:13]=[C:12]([C:15]3[CH:16]=[CH:17][C:18]([O:23][CH:24]([CH3:26])[CH3:25])=[C:19]([CH:22]=3)[C:20]#[N:21])[N:11]=2)=[CH:8][CH:9]=1)=[O:2]. The catalyst class is: 21. (5) The catalyst class is: 79. Product: [CH2:12]([C@@H:19]1[CH2:23][O:22][C:21](=[O:24])[N:20]1[C:30]([C@H:27]1[CH2:28][CH2:29][O:25][CH2:26]1)=[O:31])[C:13]1[CH:14]=[CH:15][CH:16]=[CH:17][CH:18]=1. Reactant: C(N=C=NCCCN(C)C)C.[CH2:12]([C@@H:19]1[CH2:23][O:22][C:21](=[O:24])[NH:20]1)[C:13]1[CH:18]=[CH:17][CH:16]=[CH:15][CH:14]=1.[O:25]1[CH2:29][CH2:28][CH:27]([C:30](O)=[O:31])[CH2:26]1.O.